This data is from Peptide-MHC class II binding affinity with 134,281 pairs from IEDB. The task is: Regression. Given a peptide amino acid sequence and an MHC pseudo amino acid sequence, predict their binding affinity value. This is MHC class II binding data. (1) The peptide sequence is LEQDKCVTVMAPDKP. The MHC is DRB1_1501 with pseudo-sequence DRB1_1501. The binding affinity (normalized) is 0. (2) The peptide sequence is SEDLGKTFSVGTGNC. The MHC is DRB4_0103 with pseudo-sequence DRB4_0103. The binding affinity (normalized) is 0.395. (3) The binding affinity (normalized) is 0.0716. The MHC is HLA-DQA10401-DQB10402 with pseudo-sequence HLA-DQA10401-DQB10402. The peptide sequence is TYGDKWLDAKSTWYG. (4) The MHC is DRB1_0101 with pseudo-sequence DRB1_0101. The peptide sequence is FDGPRTNTILEDNNEVEV. The binding affinity (normalized) is 0.113.